Dataset: Full USPTO retrosynthesis dataset with 1.9M reactions from patents (1976-2016). Task: Predict the reactants needed to synthesize the given product. Given the product [F:1][C:2]1[CH:3]=[C:4]([CH:5]=[CH:6][CH:7]=1)[NH:8][C:9]([NH:10][N:11]=[C:22]1[C:21]2[C:16](=[CH:17][CH:18]=[C:19]([S:24][CH2:25][CH2:26][CH2:27][C:28]3[CH:29]=[CH:30][C:31]([C:32]([OH:34])=[O:33])=[CH:35][CH:36]=3)[CH:20]=2)[N:15]([CH2:37][CH2:38][CH2:39][CH2:40][CH3:41])[C:14]1=[O:13])=[O:12], predict the reactants needed to synthesize it. The reactants are: [F:1][C:2]1[CH:3]=[C:4]([NH:8][C:9](=[O:12])[NH:10][NH2:11])[CH:5]=[CH:6][CH:7]=1.[O:13]=[C:14]1[C:22](=O)[C:21]2[C:16](=[CH:17][CH:18]=[C:19]([S:24][CH2:25][CH2:26][CH2:27][C:28]3[CH:36]=[CH:35][C:31]([C:32]([OH:34])=[O:33])=[CH:30][CH:29]=3)[CH:20]=2)[N:15]1[CH2:37][CH2:38][CH2:39][CH2:40][CH3:41].